From a dataset of Peptide-MHC class I binding affinity with 185,985 pairs from IEDB/IMGT. Regression. Given a peptide amino acid sequence and an MHC pseudo amino acid sequence, predict their binding affinity value. This is MHC class I binding data. (1) The peptide sequence is FPVKPQVPL. The MHC is HLA-A03:01 with pseudo-sequence HLA-A03:01. The binding affinity (normalized) is 0. (2) The peptide sequence is SRVYQILQPIF. The MHC is HLA-B27:05 with pseudo-sequence HLA-B27:05. The binding affinity (normalized) is 0.562. (3) The peptide sequence is DEALKMTMAS. The MHC is HLA-B18:01 with pseudo-sequence HLA-B18:01. The binding affinity (normalized) is 0.552.